Dataset: Full USPTO retrosynthesis dataset with 1.9M reactions from patents (1976-2016). Task: Predict the reactants needed to synthesize the given product. Given the product [C:1]([C:4]1[N:9]=[C:8]([C:10]2[CH:15]=[CH:14][C:13]([C:27]3[CH:26]=[CH:25][C:24]([CH2:36][C:37]([O:39][CH2:40][CH3:49])=[O:38])=[CH:23][C:22]=3[CH3:21])=[CH:12][CH:11]=2)[C:7]([CH3:19])=[N:6][C:5]=1[CH3:20])(=[O:3])[NH2:2], predict the reactants needed to synthesize it. The reactants are: [C:1]([C:4]1[N:9]=[C:8]([C:10]2[CH:15]=[CH:14][C:13](B(O)O)=[CH:12][CH:11]=2)[C:7]([CH3:19])=[N:6][C:5]=1[CH3:20])(=[O:3])[NH2:2].[CH3:21][C:22]1[CH:23]=[C:24]([CH2:36][C:37]([O:39][CH3:40])=[O:38])[CH:25]=[CH:26][C:27]=1OS(C(F)(F)F)(=O)=O.P([O-])([O-])([O-])=O.[K+].[K+].[K+].[CH3:49]OCCOC.